From a dataset of Reaction yield outcomes from USPTO patents with 853,638 reactions. Predict the reaction yield, written as a fraction of the theoretical maximum amount of product (1.0 means a 100% yield; for example, 0.34 means a 34% yield). (1) The reactants are I[C:2]1[CH:7]=[CH:6][N:5]=[C:4]2[N:8](C(=O)C)[CH:9]=[CH:10][C:3]=12.C(N(CC)CC)C.CO.[C]=O.C[CH2:26][O:27][C:28](C)=[O:29]. The catalyst is C1C=CC([P]([Pd]([P](C2C=CC=CC=2)(C2C=CC=CC=2)C2C=CC=CC=2)([P](C2C=CC=CC=2)(C2C=CC=CC=2)C2C=CC=CC=2)[P](C2C=CC=CC=2)(C2C=CC=CC=2)C2C=CC=CC=2)(C2C=CC=CC=2)C2C=CC=CC=2)=CC=1. The product is [NH:8]1[C:4]2[N:5]=[CH:6][CH:7]=[C:2]([C:28]([O:27][CH3:26])=[O:29])[C:3]=2[CH:10]=[CH:9]1. The yield is 0.500. (2) The reactants are [Br:1][C:2]1[CH:3]=[C:4]([CH:15]=[C:16]([Br:35])[C:17]=1[O:18][C:19]1[CH:24]=[CH:23][C:22]([OH:25])=[C:21]([C:26](=[O:34])[C:27]2[CH:32]=[CH:31][C:30]([Cl:33])=[CH:29][CH:28]=2)[CH:20]=1)[CH:5]=[N:6][O:7][CH:8]([CH3:14])[C:9]([O:11][CH2:12][CH3:13])=[O:10].[BH4-].[Na+]. The catalyst is CO.C(OCC)(=O)C. The product is [Br:1][C:2]1[CH:3]=[C:4]([CH:15]=[C:16]([Br:35])[C:17]=1[O:18][C:19]1[CH:24]=[CH:23][C:22]([OH:25])=[C:21]([CH:26]([C:27]2[CH:32]=[CH:31][C:30]([Cl:33])=[CH:29][CH:28]=2)[OH:34])[CH:20]=1)[CH:5]=[N:6][O:7][CH:8]([CH3:14])[C:9]([O:11][CH2:12][CH3:13])=[O:10]. The yield is 1.00.